Task: Predict which catalyst facilitates the given reaction.. Dataset: Catalyst prediction with 721,799 reactions and 888 catalyst types from USPTO Reactant: [Cl:1][C:2]1[CH:7]=[CH:6][N:5]=[C:4]([CH3:8])[C:3]=1[O:9][CH3:10].[OH2:11].OO. Product: [Cl:1][C:2]1[CH:7]=[CH:6][N+:5]([O-:11])=[C:4]([CH3:8])[C:3]=1[O:9][CH3:10]. The catalyst class is: 15.